Dataset: Forward reaction prediction with 1.9M reactions from USPTO patents (1976-2016). Task: Predict the product of the given reaction. (1) Given the reactants [CH2:1]([N:4]([CH2:6][CH2:7][CH2:8][CH2:9][CH2:10][C:11]1[CH:12]=[C:13]2[C:17](=[CH:18][CH:19]=1)[NH:16][CH:15]=[CH:14]2)[CH3:5])[CH:2]=[CH2:3].F[C:21]1[CH:26]=[CH:25][C:24]([C:27]([F:30])([F:29])[F:28])=[CH:23][CH:22]=1, predict the reaction product. The product is: [CH2:1]([N:4]([CH3:5])[CH2:6][CH2:7][CH2:8][CH2:9][CH2:10][C:11]1[CH:12]=[C:13]2[C:17](=[CH:18][CH:19]=1)[N:16]([C:21]1[CH:26]=[CH:25][C:24]([C:27]([F:30])([F:29])[F:28])=[CH:23][CH:22]=1)[CH:15]=[CH:14]2)[CH:2]=[CH2:3]. (2) Given the reactants [C:1]([O:5][C:6](=[O:32])[NH:7][CH:8]([C:10]1[N:11]([CH:26]2[CH2:31][CH2:30][CH2:29][CH2:28][O:27]2)[C:12]2[C:17]([N:18]=1)=[C:16]([N:19]1[CH2:24][CH2:23][O:22][CH2:21][CH2:20]1)[N:15]=[C:14]([Cl:25])[N:13]=2)[CH3:9])([CH3:4])([CH3:3])[CH3:2].[H-].[Na+].IC.[C:37](=O)([O-])N.Cl.C(=O)(O)[O-].[Na+], predict the reaction product. The product is: [C:1]([O:5][C:6](=[O:32])[N:7]([CH:8]([C:10]1[N:11]([CH:26]2[CH2:31][CH2:30][CH2:29][CH2:28][O:27]2)[C:12]2[C:17]([N:18]=1)=[C:16]([N:19]1[CH2:20][CH2:21][O:22][CH2:23][CH2:24]1)[N:15]=[C:14]([Cl:25])[N:13]=2)[CH3:9])[CH3:37])([CH3:2])([CH3:3])[CH3:4]. (3) Given the reactants [CH:1]1([C:7]2[C:8]3[CH:9]=[CH:10][C:11]([C:28]([O:30][CH3:31])=[O:29])=[CH:12][C:13]=3[N:14]3[C:20]=2[C:19]2[CH:21]=[CH:22][CH:23]=[CH:24][C:18]=2[N:17]([CH3:25])[CH:16]([CH:26]=O)[CH2:15]3)[CH2:6][CH2:5][CH2:4][CH2:3][CH2:2]1.CC(O)=O.[C:36]([O:40][C:41](=[O:55])[NH:42][S:43]([CH2:46][CH2:47][CH2:48][N:49]([CH3:54])[CH2:50][CH2:51][NH:52][CH3:53])(=[O:45])=[O:44])([CH3:39])([CH3:38])[CH3:37].[BH3-]C#N.[Na+], predict the reaction product. The product is: [CH:1]1([C:7]2[C:8]3[CH:9]=[CH:10][C:11]([C:28]([O:30][CH3:31])=[O:29])=[CH:12][C:13]=3[N:14]3[C:20]=2[C:19]2[CH:18]=[CH:24][CH:23]=[CH:22][C:21]=2[N:17]([CH3:25])[CH:16]([CH2:26][N:52]([CH3:53])[CH2:51][CH2:50][N:49]([CH3:54])[CH2:48][CH2:47][CH2:46][S:43](=[O:44])(=[O:45])[NH:42][C:41](=[O:55])[O:40][C:36]([CH3:39])([CH3:37])[CH3:38])[CH2:15]3)[CH2:2][CH2:3][CH2:4][CH2:5][CH2:6]1. (4) Given the reactants [OH:1][CH2:2][C:3]1[C:4]([C:24]2[CH:29]=[CH:28][C:27]([CH3:30])=[CH:26][CH:25]=2)=[C:5]([CH2:15][NH:16][C:17](=[O:23])[O:18][C:19]([CH3:22])([CH3:21])[CH3:20])[C:6]([CH2:10][C:11]([CH3:14])([CH3:13])[CH3:12])=[N:7][C:8]=1[CH3:9].C(N(CC)CC)C.[CH3:38][S:39](Cl)(=[O:41])=[O:40].C(=O)([O-])O.[Na+], predict the reaction product. The product is: [CH3:38][S:39]([O:1][CH2:2][C:3]1[C:8]([CH3:9])=[N:7][C:6]([CH2:10][C:11]([CH3:12])([CH3:13])[CH3:14])=[C:5]([CH2:15][NH:16][C:17]([O:18][C:19]([CH3:21])([CH3:22])[CH3:20])=[O:23])[C:4]=1[C:24]1[CH:29]=[CH:28][C:27]([CH3:30])=[CH:26][CH:25]=1)(=[O:41])=[O:40]. (5) Given the reactants [CH2:1]([O:3][C:4]([C:6]1[CH:7]([C:18]([F:21])([F:20])[F:19])[O:8][C:9]2[C:14]([CH:15]=1)=[CH:13][C:12]([Cl:16])=[CH:11][C:10]=2I)=[O:5])[CH3:2].[C:22]([C:24]1[CH:29]=[CH:28][C:27]([F:30])=[CH:26][CH:25]=1)#[CH:23], predict the reaction product. The product is: [CH2:1]([O:3][C:4]([C:6]1[CH:7]([C:18]([F:21])([F:20])[F:19])[O:8][C:9]2[C:14]([CH:15]=1)=[CH:13][C:12]([Cl:16])=[CH:11][C:10]=2[C:23]#[C:22][C:24]1[CH:29]=[CH:28][C:27]([F:30])=[CH:26][CH:25]=1)=[O:5])[CH3:2]. (6) Given the reactants [NH2:1][C@H:2]1[CH2:7][CH2:6][CH2:5][CH2:4][C@@H:3]1[OH:8].[CH3:9][C:10]1([N:22]2[CH2:27][CH2:26][C:25](=O)[CH2:24][CH2:23]2)[CH2:14][CH2:13][N:12]([C:15]([O:17][C:18]([CH3:21])([CH3:20])[CH3:19])=[O:16])[CH2:11]1.C(O)(=O)C.[Na].[OH-].[Na+], predict the reaction product. The product is: [OH:8][C@H:3]1[CH2:4][CH2:5][CH2:6][CH2:7][C@@H:2]1[NH:1][CH:25]1[CH2:24][CH2:23][N:22]([C:10]2([CH3:9])[CH2:14][CH2:13][N:12]([C:15]([O:17][C:18]([CH3:21])([CH3:20])[CH3:19])=[O:16])[CH2:11]2)[CH2:27][CH2:26]1. (7) Given the reactants [CH:1]([O:4][CH:5]([CH3:7])[CH3:6])([CH3:3])C.[C:25]1(P([C:21]2[CH:26]=[CH:25][CH:24]=[CH:23]C=2)[C:25]2[CH:26]=[CH:21]C=[CH:23][CH:24]=2)[CH:26]=[CH:21]C=[CH:23][CH:24]=1.N([C:32]([O-:34])=O)=NC([O-])=O.N(C(OCC)=O)=N[C:37](OCC)=O.[O:47]1C[CH2:50][CH2:49][CH2:48]1, predict the reaction product. The product is: [CH:26]1[C:25]([C@H:3]2[CH2:1][O:4][C:5]3[CH:6]=[C:48]([OH:47])[CH:49]=[CH:50][C:7]=3[CH2:37]2)=[CH:24][CH:23]=[C:32]([OH:34])[CH:21]=1. (8) Given the reactants [NH2:1][C:2]1[C:11](Br)=[N:10][C:9]([Br:13])=[CH:8][C:3]=1[C:4]([O:6][CH3:7])=[O:5].[CH2:14]([O:21][C:22]1[CH:27]=[CH:26][C:25](B(O)O)=[CH:24][CH:23]=1)[C:15]1[CH:20]=[CH:19][CH:18]=[CH:17][CH:16]=1.[F-].[Cs+], predict the reaction product. The product is: [NH2:1][C:2]1[C:11]([C:25]2[CH:26]=[CH:27][C:22]([O:21][CH2:14][C:15]3[CH:20]=[CH:19][CH:18]=[CH:17][CH:16]=3)=[CH:23][CH:24]=2)=[N:10][C:9]([Br:13])=[CH:8][C:3]=1[C:4]([O:6][CH3:7])=[O:5].